From a dataset of Catalyst prediction with 721,799 reactions and 888 catalyst types from USPTO. Predict which catalyst facilitates the given reaction. Reactant: [C:1](Cl)(=O)[CH2:2][CH2:3][CH2:4][CH2:5][CH2:6][CH2:7][CH2:8]/[CH:9]=[CH:10]\[CH2:11]/[CH:12]=[CH:13]\[CH2:14][CH2:15][CH2:16][CH2:17]C.C[C:22]1(C)[O:29][C:27](=[O:28])[CH2:26][C:24](=[O:25])O1.N1C=CC=CC=1. Product: [O:25]=[C:24]([CH2:1][CH2:2][CH2:3][CH2:4][CH2:5][CH2:6][CH2:7]/[CH:8]=[CH:9]\[CH2:10]/[CH:11]=[CH:12]\[CH2:13][CH2:14][CH2:15][CH2:16][CH3:17])[CH2:26][C:27]([O:29][CH3:22])=[O:28]. The catalyst class is: 2.